This data is from Forward reaction prediction with 1.9M reactions from USPTO patents (1976-2016). The task is: Predict the product of the given reaction. (1) Given the reactants [ClH:1].C(OC([N:9]1[CH2:14][CH2:13][N:12]([C:15]2[S:16][C:17]([C:20]3[CH:25]=[CH:24][N:23]=[CH:22][CH:21]=3)=[CH:18][N:19]=2)[CH2:11][CH2:10]1)=O)(C)(C)C, predict the reaction product. The product is: [ClH:1].[N:23]1[CH:22]=[CH:21][C:20]([C:17]2[S:16][C:15]([N:12]3[CH2:11][CH2:10][NH:9][CH2:14][CH2:13]3)=[N:19][CH:18]=2)=[CH:25][CH:24]=1. (2) Given the reactants [CH3:1][O:2][C:3]1[CH:4]=[C:5]([CH:18]=[C:19]([O:21][CH3:22])[CH:20]=1)[C:6]([NH:8][CH:9]1[CH2:14][CH2:13][CH2:12][CH:11]([C:15](O)=O)[CH2:10]1)=[O:7].[CH3:23][NH:24][C:25]1[C:26]([NH2:32])=[CH:27][CH:28]=[C:29]([CH3:31])[CH:30]=1, predict the reaction product. The product is: [CH3:23][N:24]1[C:25]2[CH:30]=[C:29]([CH3:31])[CH:28]=[CH:27][C:26]=2[N:32]=[C:15]1[CH:11]1[CH2:12][CH2:13][CH2:14][CH:9]([NH:8][C:6](=[O:7])[C:5]2[CH:4]=[C:3]([O:2][CH3:1])[CH:20]=[C:19]([O:21][CH3:22])[CH:18]=2)[CH2:10]1.